This data is from hERG potassium channel inhibition data for cardiac toxicity prediction from Karim et al.. The task is: Regression/Classification. Given a drug SMILES string, predict its toxicity properties. Task type varies by dataset: regression for continuous values (e.g., LD50, hERG inhibition percentage) or binary classification for toxic/non-toxic outcomes (e.g., AMES mutagenicity, cardiotoxicity, hepatotoxicity). Dataset: herg_karim. (1) The drug is O=C(NCC(=O)N1CCC(NC2CCC(O)(c3ccc(-c4cccnc4)cn3)CC2)C1)c1cccc(C(F)(F)F)c1. The result is 0 (non-blocker). (2) The drug is N#Cc1ccc(OCCN2CC3CN(CCCNS(=O)(=O)c4ccccc4)CC(C2)O3)c(F)c1. The result is 0 (non-blocker). (3) The compound is N#Cc1ccccc1Cn1c(N2CCC[C@@H](N)C2)nc2c(Br)c[nH]c2c1=O. The result is 0 (non-blocker). (4) The drug is COc1c(Nc2ccc(S(C)(=O)=O)nc2C)ncnc1OC1CCN(C(=O)OC(C)C)CC1. The result is 0 (non-blocker). (5) The molecule is CS(=O)(=O)Nc1ccc(C(=O)C2CCN(CCc3ccccn3)CC2)cc1. The result is 1 (blocker). (6) The compound is Cc1ccc(Nc2nc(C(=O)N3CCCC(C)C3C)cs2)cc1. The result is 0 (non-blocker). (7) The drug is CC1CCN(CC=C2CCCc3c2cnn3-c2ccccc2)CC1. The result is 1 (blocker). (8) The compound is C[C@@H]1CCCN1CCc1ccc2nc(-c3ccc(Cl)nc3)ccc2c1. The result is 1 (blocker). (9) The compound is Cc1ncoc1-c1nnc(SCCCN2C3CCC2CC(c2ccc(C(F)(F)F)cc2)C3)n1C. The result is 1 (blocker).